From a dataset of Reaction yield outcomes from USPTO patents with 853,638 reactions. Predict the reaction yield, written as a fraction of the theoretical maximum amount of product (1.0 means a 100% yield; for example, 0.34 means a 34% yield). The reactants are [CH2:1]([O:3][C:4]([CH:6]1[C:15]([CH:16]=O)=[CH:14][C:13]2[C:8](=[CH:9][CH:10]=[CH:11][C:12]=2[Cl:18])[O:7]1)=[O:5])C.[CH3:19][O:20][C:21](=[O:31])[C@@H:22]([NH2:30])[CH2:23][CH:24]1[CH2:29][CH2:28][CH2:27][CH2:26][CH2:25]1.CCN(C(C)C)C(C)C.C([BH3-])#N.[Na+].C(O)(=O)C. The catalyst is CO. The yield is 0.466. The product is [CH3:1][O:3][C:4]([C:6]1[O:7][C:8]2[C:13]([CH2:14][C:15]=1[CH2:16][NH:30][C@H:22]([C:21]([O:20][CH3:19])=[O:31])[CH2:23][CH:24]1[CH2:29][CH2:28][CH2:27][CH2:26][CH2:25]1)=[C:12]([Cl:18])[CH:11]=[CH:10][CH:9]=2)=[O:5].